From a dataset of NCI-60 drug combinations with 297,098 pairs across 59 cell lines. Regression. Given two drug SMILES strings and cell line genomic features, predict the synergy score measuring deviation from expected non-interaction effect. (1) Drug 1: CCCCCOC(=O)NC1=NC(=O)N(C=C1F)C2C(C(C(O2)C)O)O. Drug 2: CC1=C2C(C(=O)C3(C(CC4C(C3C(C(C2(C)C)(CC1OC(=O)C(C(C5=CC=CC=C5)NC(=O)OC(C)(C)C)O)O)OC(=O)C6=CC=CC=C6)(CO4)OC(=O)C)O)C)O. Cell line: NCIH23. Synergy scores: CSS=3.65, Synergy_ZIP=6.25, Synergy_Bliss=7.06, Synergy_Loewe=3.38, Synergy_HSA=3.68. (2) Drug 1: CCC1=CC2CC(C3=C(CN(C2)C1)C4=CC=CC=C4N3)(C5=C(C=C6C(=C5)C78CCN9C7C(C=CC9)(C(C(C8N6C)(C(=O)OC)O)OC(=O)C)CC)OC)C(=O)OC.C(C(C(=O)O)O)(C(=O)O)O. Drug 2: CNC(=O)C1=NC=CC(=C1)OC2=CC=C(C=C2)NC(=O)NC3=CC(=C(C=C3)Cl)C(F)(F)F. Cell line: HS 578T. Synergy scores: CSS=71.1, Synergy_ZIP=4.08, Synergy_Bliss=5.43, Synergy_Loewe=-18.8, Synergy_HSA=4.99. (3) Drug 1: CC1=C(C=C(C=C1)C(=O)NC2=CC(=CC(=C2)C(F)(F)F)N3C=C(N=C3)C)NC4=NC=CC(=N4)C5=CN=CC=C5. Drug 2: C1C(C(OC1N2C=NC3=C2NC=NCC3O)CO)O. Cell line: SF-539. Synergy scores: CSS=6.47, Synergy_ZIP=3.22, Synergy_Bliss=9.32, Synergy_Loewe=1.79, Synergy_HSA=5.63. (4) Drug 1: C1CCC(CC1)NC(=O)N(CCCl)N=O. Drug 2: C1CCC(C(C1)N)N.C(=O)(C(=O)[O-])[O-].[Pt+4]. Cell line: NCI-H322M. Synergy scores: CSS=8.71, Synergy_ZIP=-3.09, Synergy_Bliss=2.46, Synergy_Loewe=3.54, Synergy_HSA=3.54. (5) Drug 1: C1CC(C1)(C(=O)O)C(=O)O.[NH2-].[NH2-].[Pt+2]. Drug 2: CC(C)NC(=O)C1=CC=C(C=C1)CNNC.Cl. Cell line: HL-60(TB). Synergy scores: CSS=40.3, Synergy_ZIP=1.19, Synergy_Bliss=-0.833, Synergy_Loewe=-8.91, Synergy_HSA=-0.509. (6) Drug 1: C1CCC(C1)C(CC#N)N2C=C(C=N2)C3=C4C=CNC4=NC=N3. Drug 2: CN(C)N=NC1=C(NC=N1)C(=O)N. Cell line: UO-31. Synergy scores: CSS=17.1, Synergy_ZIP=-8.10, Synergy_Bliss=-6.94, Synergy_Loewe=-3.93, Synergy_HSA=-2.84. (7) Drug 1: CC1CCC2CC(C(=CC=CC=CC(CC(C(=O)C(C(C(=CC(C(=O)CC(OC(=O)C3CCCCN3C(=O)C(=O)C1(O2)O)C(C)CC4CCC(C(C4)OC)O)C)C)O)OC)C)C)C)OC. Drug 2: C1CNP(=O)(OC1)N(CCCl)CCCl. Cell line: SK-MEL-28. Synergy scores: CSS=11.3, Synergy_ZIP=-4.29, Synergy_Bliss=-0.912, Synergy_Loewe=-0.788, Synergy_HSA=0.862. (8) Synergy scores: CSS=4.54, Synergy_ZIP=-1.15, Synergy_Bliss=-0.170, Synergy_Loewe=-3.47, Synergy_HSA=-1.05. Drug 1: CC12CCC3C(C1CCC2O)C(CC4=C3C=CC(=C4)O)CCCCCCCCCS(=O)CCCC(C(F)(F)F)(F)F. Drug 2: CCC1(C2=C(COC1=O)C(=O)N3CC4=CC5=C(C=CC(=C5CN(C)C)O)N=C4C3=C2)O.Cl. Cell line: NCI-H322M. (9) Drug 1: C1=NC2=C(N1)C(=S)N=CN2. Drug 2: C1=NNC2=C1C(=O)NC=N2. Cell line: SNB-75. Synergy scores: CSS=26.3, Synergy_ZIP=-6.11, Synergy_Bliss=3.66, Synergy_Loewe=-2.34, Synergy_HSA=1.41.